This data is from Full USPTO retrosynthesis dataset with 1.9M reactions from patents (1976-2016). The task is: Predict the reactants needed to synthesize the given product. (1) Given the product [N:10]1([CH2:9][CH2:8][CH2:7][O:6][C:5]2[CH:15]=[CH:16][C:2]([N:17]3[C:25]4[C:20](=[CH:21][CH:22]=[CH:23][CH:24]=4)[CH:19]=[CH:18]3)=[CH:3][CH:4]=2)[CH2:14][CH2:13][CH2:12][CH2:11]1, predict the reactants needed to synthesize it. The reactants are: I[C:2]1[CH:16]=[CH:15][C:5]([O:6][CH2:7][CH2:8][CH2:9][N:10]2[CH2:14][CH2:13][CH2:12][CH2:11]2)=[CH:4][CH:3]=1.[NH:17]1[C:25]2[C:20](=[CH:21][CH:22]=[CH:23][CH:24]=2)[CH:19]=[CH:18]1.[O-]P([O-])([O-])=O.[K+].[K+].[K+]. (2) The reactants are: [CH2:1]([O:3][C:4](=[O:26])[NH:5][C:6]1[N:15]([CH2:16][C:17]2[CH:22]=[CH:21][C:20]([OH:23])=[C:19]([O:24][CH3:25])[CH:18]=2)[C:9]2=[N:10][CH:11]=[C:12]([I:14])[CH:13]=[C:8]2[N:7]=1)[CH3:2].[OH-].[Na+].CC1C=CC(S(O[CH2:40][C:41]2[CH:46]=[CH:45][C:44]([C:47]([F:53])([F:52])[C:48]([F:51])([F:50])[F:49])=[CH:43][CH:42]=2)(=O)=O)=CC=1. Given the product [CH2:1]([O:3][C:4](=[O:26])[NH:5][C:6]1[N:15]([CH2:16][C:17]2[CH:22]=[CH:21][C:20]([O:23][CH2:40][C:41]3[CH:42]=[CH:43][C:44]([C:47]([F:52])([F:53])[C:48]([F:49])([F:50])[F:51])=[CH:45][CH:46]=3)=[C:19]([O:24][CH3:25])[CH:18]=2)[C:9]2=[N:10][CH:11]=[C:12]([I:14])[CH:13]=[C:8]2[N:7]=1)[CH3:2], predict the reactants needed to synthesize it.